Dataset: Catalyst prediction with 721,799 reactions and 888 catalyst types from USPTO. Task: Predict which catalyst facilitates the given reaction. (1) Reactant: [C:1]1([CH:7]2[CH2:14][CH:10]3[CH2:11][NH:12][CH2:13][CH:9]3[CH2:8]2)[CH:6]=[CH:5][CH:4]=[CH:3][CH:2]=1.C(=O)([O-])[O-].[K+].[K+].Br[CH2:22][C:23]([C:25]1[CH:30]=[CH:29][C:28]([OH:31])=[CH:27][CH:26]=1)=[O:24]. Product: [OH:31][C:28]1[CH:29]=[CH:30][C:25]([C:23](=[O:24])[CH2:22][N:12]2[CH2:13][CH:9]3[CH2:8][CH:7]([C:1]4[CH:2]=[CH:3][CH:4]=[CH:5][CH:6]=4)[CH2:14][CH:10]3[CH2:11]2)=[CH:26][CH:27]=1. The catalyst class is: 35. (2) Reactant: [CH3:1][O:2][C:3](=[O:27])[CH2:4][O:5][C:6]1[CH:15]=[C:14]([CH3:16])[CH:13]=[C:12]2[C:7]=1[C:8]([CH3:26])=[C:9]([CH2:18][C:19]1[CH:24]=[CH:23][C:22]([Cl:25])=[CH:21][CH:20]=1)[C:10](Cl)=[N:11]2.Cl. Product: [CH3:1][O:2][C:3](=[O:27])[CH2:4][O:5][C:6]1[CH:15]=[C:14]([CH3:16])[CH:13]=[C:12]2[C:7]=1[C:8]([CH3:26])=[C:9]([CH2:18][C:19]1[CH:20]=[CH:21][C:22]([Cl:25])=[CH:23][CH:24]=1)[CH:10]=[N:11]2. The catalyst class is: 63. (3) Reactant: [CH3:1][C:2]1([CH3:22])[CH2:7][NH:6][CH:5]([CH2:8][C:9]([NH:11][C:12]2[CH:17]=[CH:16][C:15]([CH:18]([CH3:20])[CH3:19])=[CH:14][CH:13]=2)=[O:10])[C:4](=[O:21])[O:3]1.C(N(C(C)C)CC)(C)C.[S:32](Cl)([CH3:35])(=[O:34])=[O:33]. Product: [CH3:22][C:2]1([CH3:1])[CH2:7][N:6]([S:32]([CH3:35])(=[O:34])=[O:33])[CH:5]([CH2:8][C:9]([NH:11][C:12]2[CH:17]=[CH:16][C:15]([CH:18]([CH3:19])[CH3:20])=[CH:14][CH:13]=2)=[O:10])[C:4](=[O:21])[O:3]1. The catalyst class is: 4.